This data is from hERG potassium channel inhibition data for cardiac toxicity prediction from Karim et al.. The task is: Regression/Classification. Given a drug SMILES string, predict its toxicity properties. Task type varies by dataset: regression for continuous values (e.g., LD50, hERG inhibition percentage) or binary classification for toxic/non-toxic outcomes (e.g., AMES mutagenicity, cardiotoxicity, hepatotoxicity). Dataset: herg_karim. (1) The molecule is CCCCCCCN(CC)CCCC(O)c1ccc(NS(C)(=O)=O)cc1. The result is 1 (blocker). (2) The drug is COc1ccc(-c2cc(=O)c3cc(C)ccc3o2)cc1. The result is 0 (non-blocker). (3) The drug is C[C@]12CC[C@@H]3c4ccc(O)cc4CC[C@H]3[C@@H]1[C@@H](O)[C@@H](O)[C@@H]2O. The result is 0 (non-blocker). (4) The drug is Fc1ccc(Cn2c(C3CNCCO3)nc3ccccc32)cc1. The result is 1 (blocker). (5) The result is 0 (non-blocker). The drug is OC(c1cccnc1)(c1cccnc1)C(c1ccccc1)N1CCC1.